This data is from NCI-60 drug combinations with 297,098 pairs across 59 cell lines. The task is: Regression. Given two drug SMILES strings and cell line genomic features, predict the synergy score measuring deviation from expected non-interaction effect. (1) Drug 1: CC1=C(C(=CC=C1)Cl)NC(=O)C2=CN=C(S2)NC3=CC(=NC(=N3)C)N4CCN(CC4)CCO. Drug 2: COCCOC1=C(C=C2C(=C1)C(=NC=N2)NC3=CC=CC(=C3)C#C)OCCOC.Cl. Cell line: MOLT-4. Synergy scores: CSS=-10.4, Synergy_ZIP=2.77, Synergy_Bliss=-3.89, Synergy_Loewe=-7.96, Synergy_HSA=-8.77. (2) Drug 1: COC1=CC(=CC(=C1O)OC)C2C3C(COC3=O)C(C4=CC5=C(C=C24)OCO5)OC6C(C(C7C(O6)COC(O7)C8=CC=CS8)O)O. Drug 2: C1=CC(=CC=C1CC(C(=O)O)N)N(CCCl)CCCl.Cl. Cell line: KM12. Synergy scores: CSS=32.9, Synergy_ZIP=1.16, Synergy_Bliss=-0.168, Synergy_Loewe=-1.99, Synergy_HSA=4.10. (3) Drug 1: C1=CC(=CC=C1CCC2=CNC3=C2C(=O)NC(=N3)N)C(=O)NC(CCC(=O)O)C(=O)O. Drug 2: C1=NC(=NC(=O)N1C2C(C(C(O2)CO)O)O)N. Cell line: EKVX. Synergy scores: CSS=8.95, Synergy_ZIP=1.44, Synergy_Bliss=5.94, Synergy_Loewe=4.03, Synergy_HSA=3.39. (4) Drug 1: C1CN1C2=NC(=NC(=N2)N3CC3)N4CC4. Drug 2: COC1=C(C=C2C(=C1)N=CN=C2NC3=CC(=C(C=C3)F)Cl)OCCCN4CCOCC4. Cell line: SK-MEL-28. Synergy scores: CSS=11.5, Synergy_ZIP=-3.74, Synergy_Bliss=2.33, Synergy_Loewe=-5.31, Synergy_HSA=0.295.